This data is from Forward reaction prediction with 1.9M reactions from USPTO patents (1976-2016). The task is: Predict the product of the given reaction. Given the reactants [OH:1][N:2]1[C:6](=[O:7])[CH:5]2[CH2:8][CH:9]([CH3:12])[CH2:10][CH2:11][CH:4]2[C:3]1=[O:13].C(N(CC)CC)C.[C:21](Cl)(=[O:24])[CH:22]=[CH2:23], predict the reaction product. The product is: [C:21]([O:1][N:2]1[C:6](=[O:7])[CH:5]2[CH2:8][CH:9]([CH3:12])[CH2:10][CH2:11][CH:4]2[C:3]1=[O:13])(=[O:24])[CH:22]=[CH2:23].